Dataset: Reaction yield outcomes from USPTO patents with 853,638 reactions. Task: Predict the reaction yield, written as a fraction of the theoretical maximum amount of product (1.0 means a 100% yield; for example, 0.34 means a 34% yield). The reactants are [Cl:1][C:2]1[CH:34]=[CH:33][CH:32]=[C:31]([C:35]([F:38])([F:37])[F:36])[C:3]=1[C:4]([N:6]1[C:14]2[C:9](=[CH:10][CH:11]=[C:12]([N:15]3[CH2:18][CH2:17][C:16]3=[O:19])[CH:13]=2)[C:8]([C:20]2[CH:29]=[CH:28][C:23]([C:24]([O:26]C)=[O:25])=[CH:22][C:21]=2[F:30])=[N:7]1)=[O:5].[Li+].[OH-:40].Cl. The catalyst is C1COCC1.O. The product is [C:16]([CH2:17][CH2:18][NH:15][C:12]1[CH:13]=[C:14]2[C:9]([C:8]([C:20]3[CH:29]=[CH:28][C:23]([C:24]([OH:26])=[O:25])=[CH:22][C:21]=3[F:30])=[N:7][N:6]2[C:4](=[O:5])[C:3]2[C:31]([C:35]([F:38])([F:36])[F:37])=[CH:32][CH:33]=[CH:34][C:2]=2[Cl:1])=[CH:10][CH:11]=1)([OH:19])=[O:40]. The yield is 0.720.